Dataset: Reaction yield outcomes from USPTO patents with 853,638 reactions. Task: Predict the reaction yield, written as a fraction of the theoretical maximum amount of product (1.0 means a 100% yield; for example, 0.34 means a 34% yield). (1) The reactants are [C:1]1([S:7]([N:10]2[C:14]3=[N:15][CH:16]=[C:17]([Cl:19])[CH:18]=[C:13]3[C:12]([CH2:20][C:21]3[S:25][C:24]([NH2:26])=[N:23][C:22]=3[Cl:27])=[CH:11]2)(=[O:9])=[O:8])[CH:6]=[CH:5][CH:4]=[CH:3][CH:2]=1.[F:28][C:29]1[CH:30]=[C:31]([CH:35]=O)[CH:32]=[N:33][CH:34]=1.C([BH3-])#N.C(=O)([O-])[O-].[K+].[K+]. The catalyst is C(O)C.C(O)(=O)C. The product is [C:1]1([S:7]([N:10]2[C:14]3=[N:15][CH:16]=[C:17]([Cl:19])[CH:18]=[C:13]3[C:12]([CH2:20][C:21]3[S:25][C:24]([NH:26][CH2:35][C:31]4[CH:32]=[N:33][CH:34]=[C:29]([F:28])[CH:30]=4)=[N:23][C:22]=3[Cl:27])=[CH:11]2)(=[O:9])=[O:8])[CH:2]=[CH:3][CH:4]=[CH:5][CH:6]=1. The yield is 0.480. (2) The reactants are [CH2:1]([NH:3][C:4]([C:6]1[N:10]2[C:11](=[O:27])[CH:12]=[C:13]([CH2:15][C:16]3[CH:21]=[CH:20][CH:19]=[C:18]([C:22]([F:25])([F:24])[F:23])[C:17]=3[F:26])[N:14]=[C:9]2[S:8][C:7]=1[C:28](O)=[O:29])=[O:5])[CH3:2].C([N:33](CC)CC)C.ClC(OC(C)C)=O.[OH-].[NH4+]. The catalyst is ClCCl. The product is [CH2:1]([NH:3][C:4]([C:6]1[N:10]2[C:11](=[O:27])[CH:12]=[C:13]([CH2:15][C:16]3[CH:21]=[CH:20][CH:19]=[C:18]([C:22]([F:23])([F:24])[F:25])[C:17]=3[F:26])[N:14]=[C:9]2[S:8][C:7]=1[C:28]([NH2:33])=[O:29])=[O:5])[CH3:2]. The yield is 0.510. (3) The reactants are CC(C)=[O:3].[ClH:5].[NH2:6][C:7]1[C:12]([C:13]2[CH:18]=[CH:17][C:16]([NH:19][C:20]([C:22]3[C:27](=[O:28])[C:26]([C:29]4[CH:34]=[CH:33][C:32]([F:35])=[CH:31][CH:30]=4)=[CH:25][N:24]([CH2:36][C:37]([F:40])([F:39])[F:38])[CH:23]=3)=[O:21])=[CH:15][CH:14]=2)=[CH:11][C:10]([C:41]2[CH:46]=[CH:45][C:44]([O:47][CH3:48])=[C:43]([O:49][CH3:50])[CH:42]=2)=[CH:9][N:8]=1. The catalyst is O. The product is [OH2:3].[OH2:21].[ClH:5].[NH2:6][C:7]1[C:12]([C:13]2[CH:14]=[CH:15][C:16]([NH:19][C:20]([C:22]3[C:27](=[O:28])[C:26]([C:29]4[CH:30]=[CH:31][C:32]([F:35])=[CH:33][CH:34]=4)=[CH:25][N:24]([CH2:36][C:37]([F:38])([F:39])[F:40])[CH:23]=3)=[O:21])=[CH:17][CH:18]=2)=[CH:11][C:10]([C:41]2[CH:46]=[CH:45][C:44]([O:47][CH3:48])=[C:43]([O:49][CH3:50])[CH:42]=2)=[CH:9][N:8]=1. The yield is 0.940. (4) The reactants are [F:1][C:2]([F:19])([CH:16]([F:18])[F:17])[CH2:3][O:4][C:5]1[CH:15]=[CH:14][C:8]([C:9](OCC)=[O:10])=[CH:7][N:6]=1.[H-].C([Al+]CC(C)C)C(C)C. No catalyst specified. The product is [F:19][C:2]([F:1])([CH:16]([F:18])[F:17])[CH2:3][O:4][C:5]1[CH:15]=[CH:14][C:8]([CH2:9][OH:10])=[CH:7][N:6]=1. The yield is 1.00. (5) The reactants are [CH3:1][N:2]1[C:11]2[CH:10]=[CH:9][CH:8]=[C:7]3[CH:12]4[CH2:18][CH2:17][NH:16][CH2:15][CH2:14][CH:13]4[N:5]([C:6]=23)[CH2:4][CH2:3]1.Cl[CH2:20][CH2:21][CH2:22][C:23]([C:25]1[CH:30]=[CH:29][C:28]([F:31])=[CH:27][CH:26]=1)=[O:24].CCN(C(C)C)C(C)C. The catalyst is O1CCOCC1. The product is [CH3:1][N:2]1[C:11]2[CH:10]=[CH:9][CH:8]=[C:7]3[CH:12]4[CH2:18][CH2:17][N:16]([CH2:20][CH2:21][CH2:22][C:23]([C:25]5[CH:26]=[CH:27][C:28]([F:31])=[CH:29][CH:30]=5)=[O:24])[CH2:15][CH2:14][CH:13]4[N:5]([C:6]=23)[CH2:4][CH2:3]1. The yield is 0.310. (6) The reactants are C([O:5][C:6]([C@H:8]1[CH2:12][CH2:11][CH2:10][N:9]1[C:13](=[O:40])[CH2:14][O:15][C:16]1[CH:21]=[C:20]([O:22][CH3:23])[CH:19]=[C:18]([O:24][CH2:25][C:26]([N:28]2[CH2:32][CH2:31][CH2:30][C@@H:29]2[C:33]([O:35]C(C)(C)C)=[O:34])=[O:27])[CH:17]=1)=[O:7])(C)(C)C. The catalyst is FC(F)(F)C(O)=O. The product is [C:33]([C@H:29]1[CH2:30][CH2:31][CH2:32][N:28]1[C:26](=[O:27])[CH2:25][O:24][C:18]1[CH:17]=[C:16]([CH:21]=[C:20]([O:22][CH3:23])[CH:19]=1)[O:15][CH2:14][C:13]([N:9]1[CH2:10][CH2:11][CH2:12][C@@H:8]1[C:6]([OH:7])=[O:5])=[O:40])([OH:35])=[O:34]. The yield is 0.970. (7) The reactants are [C:1](Cl)(=[O:4])[CH:2]=[CH2:3].[C:6]1([N:12]([C:21]2[CH:26]=[CH:25][CH:24]=[CH:23][CH:22]=2)[C:13]2[CH:20]=[CH:19][C:16]([CH2:17][OH:18])=[CH:15][CH:14]=2)[CH:11]=[CH:10][CH:9]=[CH:8][CH:7]=1.C(N(CC)CC)C. The catalyst is C(Cl)Cl. The product is [C:1]([O:18][CH2:17][C:16]1[CH:19]=[CH:20][C:13]([N:12]([C:21]2[CH:26]=[CH:25][CH:24]=[CH:23][CH:22]=2)[C:6]2[CH:11]=[CH:10][CH:9]=[CH:8][CH:7]=2)=[CH:14][CH:15]=1)(=[O:4])[CH:2]=[CH2:3]. The yield is 0.960. (8) The yield is 0.350. The product is [F:16][C:10]1[CH:11]=[C:12]([F:15])[CH:13]=[CH:14][C:9]=1[O:8][C:7]1[N:6]=[CH:5][C:4]([NH2:17])=[CH:3][C:2]=1[B:21]1[O:22][C:23]([CH3:25])([CH3:24])[C:19]([CH3:35])([CH3:18])[O:20]1. The reactants are Br[C:2]1[CH:3]=[C:4]([NH2:17])[CH:5]=[N:6][C:7]=1[O:8][C:9]1[CH:14]=[CH:13][C:12]([F:15])=[CH:11][C:10]=1[F:16].[CH3:18][C:19]1([CH3:35])[C:23]([CH3:25])([CH3:24])[O:22][B:21]([B:21]2[O:22][C:23]([CH3:25])([CH3:24])[C:19]([CH3:35])([CH3:18])[O:20]2)[O:20]1.CC([O-])=O.[K+].CC12CC3(C)P(C4C=CC=CC=4)C(C)(CC(C)(O3)O1)O2. The catalyst is O1CCOCC1.C1C=CC(/C=C/C(/C=C/C2C=CC=CC=2)=O)=CC=1.C1C=CC(/C=C/C(/C=C/C2C=CC=CC=2)=O)=CC=1.C1C=CC(/C=C/C(/C=C/C2C=CC=CC=2)=O)=CC=1.[Pd].[Pd]. (9) The reactants are [Cl:1][C:2]1[CH:7]=[CH:6][C:5]([S:8]([NH:11][C@H:12]([C:14](Cl)=[O:15])[CH3:13])(=[O:10])=[O:9])=[CH:4][CH:3]=1.Cl.[CH3:18][NH:19][O:20][CH3:21].C(N(CC)CC)C. The catalyst is C(Cl)Cl. The product is [Cl:1][C:2]1[CH:7]=[CH:6][C:5]([S:8]([NH:11][C@H:12]([C:14]([N:19]([O:20][CH3:21])[CH3:18])=[O:15])[CH3:13])(=[O:10])=[O:9])=[CH:4][CH:3]=1. The yield is 0.670. (10) The reactants are [CH3:1][O:2][C:3](=[O:26])[C:4]1[CH:9]=[C:8](I)[CH:7]=[N:6][C:5]=1[O:11][C:12]1[CH:17]=[CH:16][C:15]([O:18][C:19]2[CH:24]=[CH:23][CH:22]=[C:21]([F:25])[CH:20]=2)=[CH:14][CH:13]=1.[C:27]([O:31][C:32]([N:34]1[CH2:38][CH2:37][CH:36]([NH2:39])[CH2:35]1)=[O:33])([CH3:30])([CH3:29])[CH3:28]. The product is [CH3:1][O:2][C:3](=[O:26])[C:4]1[CH:9]=[C:8]([NH:39][CH:36]2[CH2:37][CH2:38][N:34]([C:32]([O:31][C:27]([CH3:30])([CH3:29])[CH3:28])=[O:33])[CH2:35]2)[CH:7]=[N:6][C:5]=1[O:11][C:12]1[CH:17]=[CH:16][C:15]([O:18][C:19]2[CH:24]=[CH:23][CH:22]=[C:21]([F:25])[CH:20]=2)=[CH:14][CH:13]=1. The yield is 0.670. The catalyst is O1CCOCC1.C1C=CC(/C=C/C(/C=C/C2C=CC=CC=2)=O)=CC=1.C1C=CC(/C=C/C(/C=C/C2C=CC=CC=2)=O)=CC=1.C1C=CC(/C=C/C(/C=C/C2C=CC=CC=2)=O)=CC=1.[Pd].[Pd].C1(P(C2CCCCC2)C2C=C(OC)C=C(OC)C=2C2C(OC(C)C)=CC(OC(C)C)=CC=2OC(C)C)CCCCC1.